Dataset: Forward reaction prediction with 1.9M reactions from USPTO patents (1976-2016). Task: Predict the product of the given reaction. (1) Given the reactants [Cl:1][C:2]1[CH:18]=[CH:17][C:5]([CH2:6][NH:7][C:8]([NH:10][N:11]([CH2:13][C:14]([OH:16])=O)[CH3:12])=[O:9])=[CH:4][CH:3]=1.[NH2:19][C@@H:20]([CH3:43])[C:21]([N:23]([CH2:33][C:34]1[C:35]2[CH:42]=[CH:41][CH:40]=[CH:39][C:36]=2[S:37][CH:38]=1)[C@@H:24]([CH3:32])[CH:25]([O:29][CH2:30][CH3:31])[O:26][CH2:27][CH3:28])=[O:22], predict the reaction product. The product is: [Cl:1][C:2]1[CH:3]=[CH:4][C:5]([CH2:6][NH:7][C:8](=[O:9])[NH:10][N:11]([CH2:13][C:14]([NH:19][C@@H:20]([CH3:43])[C:21]([N:23]([CH2:33][C:34]2[C:35]3[CH:42]=[CH:41][CH:40]=[CH:39][C:36]=3[S:37][CH:38]=2)[C@@H:24]([CH3:32])[CH:25]([O:29][CH2:30][CH3:31])[O:26][CH2:27][CH3:28])=[O:22])=[O:16])[CH3:12])=[CH:17][CH:18]=1. (2) Given the reactants [Si:1]([O:8][C@H:9]([CH2:32][O:33][C:34]1[CH:39]=[CH:38][CH:37]=[CH:36][CH:35]=1)[C@H:10]([NH:25]S(C(C)(C)C)=O)[CH2:11][CH2:12]/[CH:13]=[CH:14]/[C:15]1[CH:24]=[CH:23][C:18]([C:19]([O:21][CH3:22])=[O:20])=[CH:17][CH:16]=1)([C:4]([CH3:7])([CH3:6])[CH3:5])([CH3:3])[CH3:2].Cl, predict the reaction product. The product is: [NH2:25][C@@H:10]([C@H:9]([O:8][Si:1]([C:4]([CH3:7])([CH3:6])[CH3:5])([CH3:2])[CH3:3])[CH2:32][O:33][C:34]1[CH:35]=[CH:36][CH:37]=[CH:38][CH:39]=1)[CH2:11][CH2:12]/[CH:13]=[CH:14]/[C:15]1[CH:24]=[CH:23][C:18]([C:19]([O:21][CH3:22])=[O:20])=[CH:17][CH:16]=1. (3) Given the reactants OC(C(F)(F)F)=O.[NH:8]1[CH2:11][CH:10]([C:12]2[CH:33]=[CH:32][C:15]3[C:16]4[N:17]=[C:18]([C:24]5[N:25]([CH:29]([CH3:31])[CH3:30])[N:26]=[CH:27][N:28]=5)[S:19][C:20]=4[CH2:21][CH2:22][O:23][C:14]=3[CH:13]=2)[CH2:9]1.C(N(CC)CC)C.Cl[CH2:42][CH2:43][S:44](Cl)(=[O:46])=[O:45], predict the reaction product. The product is: [CH:43]([S:44]([N:8]1[CH2:11][CH:10]([C:12]2[CH:33]=[CH:32][C:15]3[C:16]4[N:17]=[C:18]([C:24]5[N:25]([CH:29]([CH3:31])[CH3:30])[N:26]=[CH:27][N:28]=5)[S:19][C:20]=4[CH2:21][CH2:22][O:23][C:14]=3[CH:13]=2)[CH2:9]1)(=[O:46])=[O:45])=[CH2:42]. (4) The product is: [Si:6]([O:14][CH2:15][C@@H:16]1[NH:21][C:20](=[O:22])[CH2:19][CH2:18][CH2:17]1)([C:9]([CH3:12])([CH3:11])[CH3:10])([CH3:8])[CH3:7]. Given the reactants N1C=CN=C1.[Si:6](Cl)([C:9]([CH3:12])([CH3:11])[CH3:10])([CH3:8])[CH3:7].[OH:14][CH2:15][C@@H:16]1[NH:21][C:20](=[O:22])[CH2:19][CH2:18][CH2:17]1.C1C=CC=CC=1, predict the reaction product. (5) Given the reactants [CH3:1][N:2]1[CH2:7][CH2:6][N:5]([C:8]2[CH:13]=[CH:12][C:11]([N+:14]([O-:16])=[O:15])=[CH:10][N:9]=2)[CH2:4][CH2:3]1.Cl[CH2:18][S:19]([C:22]1[CH:27]=[CH:26][CH:25]=[CH:24][CH:23]=1)(=[O:21])=[O:20].CC([O-])(C)C.[K+], predict the reaction product. The product is: [CH3:1][N:2]1[CH2:7][CH2:6][N:5]([C:8]2[CH:13]=[CH:12][C:11]([N+:14]([O-:16])=[O:15])=[C:10]([CH2:18][S:19]([C:22]3[CH:27]=[CH:26][CH:25]=[CH:24][CH:23]=3)(=[O:21])=[O:20])[N:9]=2)[CH2:4][CH2:3]1. (6) Given the reactants [C:1]([OH:7])([C:3]([F:6])([F:5])[F:4])=[O:2].C(OC([N:15]1[CH2:19][CH2:18][C:17]([C:20]2[CH:25]=[CH:24][C:23]([NH:26][C:27]([NH:29][CH3:30])=[O:28])=[CH:22][CH:21]=2)=[N:16]1)=O)(C)(C)C, predict the reaction product. The product is: [F:4][C:3]([F:6])([F:5])[C:1]([OH:7])=[O:2].[NH:15]1[CH2:19][CH2:18][C:17]([C:20]2[CH:21]=[CH:22][C:23]([NH:26][C:27]([NH:29][CH3:30])=[O:28])=[CH:24][CH:25]=2)=[N:16]1. (7) Given the reactants [OH-].[Na+:2].[Cl:3][C:4]1[CH:5]=[C:6]([C:14]2[O:18][N:17]=[C:16]([C:19]3[CH:20]=[C:21]4[C:25](=[CH:26][CH:27]=3)[NH:24][C:23]([C:28]([O-:30])=[O:29])=[CH:22]4)[N:15]=2)[CH:7]=[CH:8][C:9]=1[O:10][CH:11]([CH3:13])[CH3:12], predict the reaction product. The product is: [Cl:3][C:4]1[CH:5]=[C:6]([C:14]2[O:18][N:17]=[C:16]([C:19]3[CH:20]=[C:21]4[C:25](=[CH:26][CH:27]=3)[NH:24][C:23]([C:28]([O-:30])=[O:29])=[CH:22]4)[N:15]=2)[CH:7]=[CH:8][C:9]=1[O:10][CH:11]([CH3:13])[CH3:12].[Na+:2].